This data is from Catalyst prediction with 721,799 reactions and 888 catalyst types from USPTO. The task is: Predict which catalyst facilitates the given reaction. (1) Reactant: [NH2:1][CH:2]([C:4]1[C:13]([C:14]2[CH:19]=[CH:18][CH:17]=[CH:16][CH:15]=2)=[C:12]([C:20]([O:22][CH3:23])=[O:21])[C:11]2[C:6](=[CH:7][CH:8]=[C:9]([F:24])[CH:10]=2)[N:5]=1)[CH3:3].[NH2:25][C:26]1[C:31]([C:32]#[N:33])=[C:30](Cl)[N:29]=[CH:28][N:27]=1.CCN(C(C)C)C(C)C. Product: [NH2:25][C:26]1[N:27]=[CH:28][N:29]=[C:30]([NH:1][CH:2]([C:4]2[C:13]([C:14]3[CH:19]=[CH:18][CH:17]=[CH:16][CH:15]=3)=[C:12]([C:20]([O:22][CH3:23])=[O:21])[C:11]3[C:6](=[CH:7][CH:8]=[C:9]([F:24])[CH:10]=3)[N:5]=2)[CH3:3])[C:31]=1[C:32]#[N:33]. The catalyst class is: 18. (2) Reactant: [F:1][CH:2]([F:21])[C:3]1[N:8]=[C:7]([CH:9]2[CH2:14][CH2:13][CH:12]([CH:15]([CH2:19][CH3:20])C(O)=O)[CH2:11][CH2:10]2)[CH:6]=[CH:5][CH:4]=1.C1(P([N:36]=[N+]=[N-])(C2C=CC=CC=2)=O)C=CC=CC=1.C(N(CC)CC)C.[OH-].[Li+].Cl. Product: [F:1][CH:2]([F:21])[C:3]1[N:8]=[C:7]([CH:9]2[CH2:14][CH2:13][CH:12]([CH:15]([NH2:36])[CH2:19][CH3:20])[CH2:11][CH2:10]2)[CH:6]=[CH:5][CH:4]=1. The catalyst class is: 247. (3) Product: [F:23][C:22]1[C:16]2[O:15][CH2:14][CH:13]([CH2:12][NH:27][CH2:25][CH3:26])[O:18][C:17]=2[CH:19]=[C:20]([F:24])[CH:21]=1. Reactant: CC1C=CC(S(O[CH2:12][CH:13]2[O:18][C:17]3[CH:19]=[C:20]([F:24])[CH:21]=[C:22]([F:23])[C:16]=3[O:15][CH2:14]2)(=O)=O)=CC=1.[CH2:25]([NH2:27])[CH3:26]. The catalyst class is: 10. (4) Reactant: [CH:1]1([C:4]([C:6]2[CH:11]=[CH:10][C:9]([C:12]([CH3:16])([CH3:15])[C:13]#[N:14])=[CH:8][CH:7]=2)=[O:5])[CH2:3][CH2:2]1.C([OH:19])C.O. Product: [CH:1]1([C:4]([C:6]2[CH:7]=[CH:8][C:9]([C:12]([CH3:16])([CH3:15])[C:13]([NH2:14])=[O:19])=[CH:10][CH:11]=2)=[O:5])[CH2:2][CH2:3]1. The catalyst class is: 500. (5) Reactant: C([O:4][CH2:5][C:6]([CH3:49])([CH3:48])[CH2:7][N:8]1[C:14]2[CH:15]=[CH:16][C:17]([Cl:19])=[CH:18][C:13]=2[C@H:12]([C:20]2C=C[CH:23]=[C:22](C)[C:21]=2[CH3:27])[O:11][C@H:10]([CH2:28][C:29]([NH:31][C:32]2[CH:33]=[C:34]([O:38][C:39]([F:46])([F:45])[C:40]([O:42]CC)=[O:41])[CH:35]=[CH:36][CH:37]=2)=[O:30])[C:9]1=[O:47])(=O)C.[OH-].[Na+].C(O)C. Product: [Cl:19][C:17]1[CH:16]=[CH:15][C:14]2[N:8]([CH2:7][C:6]([CH3:48])([CH3:49])[CH2:5][OH:4])[C:9](=[O:47])[C@@H:10]([CH2:28][C:29]([NH:31][C:32]3[CH:33]=[C:34]([O:38][C:39]([F:45])([F:46])[C:40]([OH:42])=[O:41])[CH:35]=[CH:36][CH:37]=3)=[O:30])[O:11][C@@H:12]([CH2:20][CH:21]([CH3:27])[CH2:22][CH3:23])[C:13]=2[CH:18]=1. The catalyst class is: 6. (6) Reactant: [Cl:1][C:2]1[CH:3]=[C:4]([C:21]([N:23]2[CH2:28][CH2:27][N:26]([CH:29]([CH3:31])[CH3:30])[CH2:25][CH2:24]2)=[O:22])[CH:5]=[C:6]2[C:10]=1[NH:9][C:8]([C:11]([N:13]1[CH2:18][CH2:17][C:16]([F:20])([F:19])[CH2:15][CH2:14]1)=[O:12])=[CH:7]2.[H-].[Na+].Br[CH:35]([CH3:37])[CH3:36]. Product: [Cl:1][C:2]1[CH:3]=[C:4]([C:21]([N:23]2[CH2:28][CH2:27][N:26]([CH:29]([CH3:31])[CH3:30])[CH2:25][CH2:24]2)=[O:22])[CH:5]=[C:6]2[C:10]=1[N:9]([CH:35]([CH3:37])[CH3:36])[C:8]([C:11]([N:13]1[CH2:18][CH2:17][C:16]([F:20])([F:19])[CH2:15][CH2:14]1)=[O:12])=[CH:7]2. The catalyst class is: 9.